From a dataset of Catalyst prediction with 721,799 reactions and 888 catalyst types from USPTO. Predict which catalyst facilitates the given reaction. (1) Reactant: [Cl:1][C:2]1[C:3]([I:14])=[CH:4][C:5]([CH3:13])=[C:6]2[C:11]=1[C:10](=[O:12])[NH:9][CH2:8][CH2:7]2.CC(C)([O-])C.[K+].[CH2:21]([O:28][C:29]1[C:34]([CH2:35]Cl)=[C:33]([CH3:37])[CH:32]=[C:31]([CH3:38])[N:30]=1)[C:22]1[CH:27]=[CH:26][CH:25]=[CH:24][CH:23]=1. Product: [CH2:21]([O:28][C:29]1[C:34]([CH2:35][N:9]2[CH2:8][CH2:7][C:6]3[C:11](=[C:2]([Cl:1])[C:3]([I:14])=[CH:4][C:5]=3[CH3:13])[C:10]2=[O:12])=[C:33]([CH3:37])[CH:32]=[C:31]([CH3:38])[N:30]=1)[C:22]1[CH:27]=[CH:26][CH:25]=[CH:24][CH:23]=1. The catalyst class is: 3. (2) Reactant: C[O-].[Na+].[NH2:4][C:5]1[C:10]([OH:11])=[CH:9][CH:8]=[CH:7][N:6]=1.[F:12][C:13]1[CH:20]=[CH:19][CH:18]=[C:17]([F:21])[C:14]=1[CH2:15]Br.O. Product: [F:12][C:13]1[CH:20]=[CH:19][CH:18]=[C:17]([F:21])[C:14]=1[CH2:15][O:11][C:10]1[C:5]([NH2:4])=[N:6][CH:7]=[CH:8][CH:9]=1. The catalyst class is: 5. (3) Reactant: [CH3:1][C:2]1[CH:7]=[CH:6][CH:5]=[CH:4][N:3]=1.[Li+].CCC[CH2-].[CH2:13]([N:20]1[CH2:25][CH2:24][C:23]([NH:28][C:29]2[CH:34]=[CH:33][CH:32]=[CH:31][CH:30]=2)(C#N)[CH2:22][CH2:21]1)[C:14]1[CH:19]=[CH:18][CH:17]=[CH:16][CH:15]=1.O. Product: [CH2:13]([N:20]1[CH2:21][CH2:22][C:23]([NH:28][C:29]2[CH:34]=[CH:33][CH:32]=[CH:31][CH:30]=2)([CH2:1][C:2]2[CH:7]=[CH:6][CH:5]=[CH:4][N:3]=2)[CH2:24][CH2:25]1)[C:14]1[CH:15]=[CH:16][CH:17]=[CH:18][CH:19]=1. The catalyst class is: 7. (4) Reactant: [CH3:1][NH:2][C:3]([C:5]1[N:10]=[CH:9][C:8]([CH2:11][CH2:12][C:13]([O:15][C:16]([CH3:19])([CH3:18])[CH3:17])=[O:14])=[CH:7][CH:6]=1)=[O:4].[Cl:20]C(Cl)CCl.[H][H].Cl.CO. Product: [CH3:1][NH:2][C:3]([CH:5]1[NH:10][CH2:9][CH:8]([CH2:11][CH2:12][C:13]([O:15][C:16]([CH3:19])([CH3:18])[CH3:17])=[O:14])[CH2:7][CH2:6]1)=[O:4].[ClH:20]. The catalyst class is: 458. (5) Reactant: [ClH:1].[CH3:2][N:3]([CH:10]1[CH2:15][CH2:14][N:13]([C:16](=[O:25])[CH2:17][CH2:18][C:19]2[N:20]([CH3:24])[CH:21]=[CH:22][N:23]=2)[CH2:12][CH2:11]1)[CH2:4][CH2:5][NH:6][C:7](=[O:9])[CH3:8]. Product: [ClH:1].[CH3:2][N:3]([CH:10]1[CH2:15][CH2:14][N:13]([C:16](=[O:25])[CH2:17][CH2:18][C:19]2[N:20]([CH3:24])[CH:21]=[CH:22][N:23]=2)[CH2:12][CH2:11]1)[CH2:4][CH2:5][NH:6][C:7](=[O:9])[CH3:8]. The catalyst class is: 27. (6) Reactant: [N:1]1[C:6]2[CH:7]=[CH:8][NH:9][C:5]=2[C:4]([NH:10][C:11]2[CH:12]=[C:13]([CH:17]=[CH:18][CH:19]=2)[C:14]([OH:16])=O)=[N:3][CH:2]=1.[CH2:20]([NH2:27])[C:21]1[CH:26]=[CH:25][CH:24]=[CH:23][CH:22]=1.Cl.CN(C)CCCN=C=NCC.ON1C2C=CC=CC=2N=N1. Product: [CH2:20]([NH:27][C:14](=[O:16])[C:13]1[CH:17]=[CH:18][CH:19]=[C:11]([NH:10][C:4]2[C:5]3[NH:9][CH:8]=[CH:7][C:6]=3[N:1]=[CH:2][N:3]=2)[CH:12]=1)[C:21]1[CH:26]=[CH:25][CH:24]=[CH:23][CH:22]=1. The catalyst class is: 9. (7) Reactant: O[CH2:2][C:3]1[CH:12]=[N:11][C:10]2[N:9]3[CH2:13][CH2:14][S:15][CH2:16][C@H:8]3[C:7](=[O:17])[NH:6][C:5]=2[CH:4]=1.[I-].C(C[P+](C)(C)C)#N.C(N(C(C)C)C(C)C)C.[N:35]1([C:41]2[CH:48]=[CH:47][C:44]([C:45]#[N:46])=[CH:43][CH:42]=2)[CH2:40][CH2:39][NH:38][CH2:37][CH2:36]1. Product: [O:17]=[C:7]1[NH:6][C:5]2[CH:4]=[C:3]([CH2:2][N:38]3[CH2:37][CH2:36][N:35]([C:41]4[CH:42]=[CH:43][C:44]([C:45]#[N:46])=[CH:47][CH:48]=4)[CH2:40][CH2:39]3)[CH:12]=[N:11][C:10]=2[N:9]2[CH2:13][CH2:14][S:15][CH2:16][C@@H:8]12. The catalyst class is: 397.